From a dataset of Forward reaction prediction with 1.9M reactions from USPTO patents (1976-2016). Predict the product of the given reaction. Given the reactants [OH-].[K+].C(OC([N:13]1[CH2:18][CH2:17][C:16]([C:24]2[CH:29]=[CH:28][CH:27]=[CH:26][CH:25]=2)([N:19]2[CH2:23][CH2:22][CH2:21][CH2:20]2)[CH2:15][CH2:14]1)=O)C1C=CC=CC=1.CO.C(Cl)(Cl)Cl, predict the reaction product. The product is: [C:24]1([C:16]2([N:19]3[CH2:20][CH2:21][CH2:22][CH2:23]3)[CH2:15][CH2:14][NH:13][CH2:18][CH2:17]2)[CH:25]=[CH:26][CH:27]=[CH:28][CH:29]=1.